Dataset: Reaction yield outcomes from USPTO patents with 853,638 reactions. Task: Predict the reaction yield, written as a fraction of the theoretical maximum amount of product (1.0 means a 100% yield; for example, 0.34 means a 34% yield). The reactants are Cl[C:2]1[CH:3]=[CH:4][N:5]2[C:10]([C:11]=1[CH3:12])=[C:9]([CH:13]1[CH2:15][CH2:14]1)[CH:8]=[C:7]([C:16]([O:18][CH3:19])=[O:17])[C:6]2=[O:20].C(O)C.C(=O)([O-])[O-].[Na+].[Na+].[F:30][C:31]1[CH:45]=[C:44](B2OC(C)(C)C(C)(C)O2)[CH:43]=[CH:42][C:32]=1[CH2:33][NH:34][C:35](=[O:41])[O:36][C:37]([CH3:40])([CH3:39])[CH3:38]. The catalyst is C1(C)C=CC=CC=1.C(Cl)Cl.O.[Pd](Cl)Cl.C1(P(C2C=CC=CC=2)[C-]2C=CC=C2)C=CC=CC=1.[C-]1(P(C2C=CC=CC=2)C2C=CC=CC=2)C=CC=C1.[Fe+2]. The product is [C:37]([O:36][C:35]([NH:34][CH2:33][C:32]1[CH:42]=[CH:43][C:44]([C:2]2[CH:3]=[CH:4][N:5]3[C:10]([C:11]=2[CH3:12])=[C:9]([CH:13]2[CH2:15][CH2:14]2)[CH:8]=[C:7]([C:16]([O:18][CH3:19])=[O:17])[C:6]3=[O:20])=[CH:45][C:31]=1[F:30])=[O:41])([CH3:40])([CH3:38])[CH3:39]. The yield is 0.320.